From a dataset of Full USPTO retrosynthesis dataset with 1.9M reactions from patents (1976-2016). Predict the reactants needed to synthesize the given product. (1) Given the product [N:58]1[CH:57]=[CH:56][C:55]([CH:22]2[CH:17]3[O:68][CH:14]([CH2:15][CH2:16]3)[CH:23]2[C:24]([O:63][CH3:62])=[O:69])=[CH:60][CH:59]=1, predict the reactants needed to synthesize it. The reactants are: C1C=CC(P([C:14]2[C:23]([C:24]3C(P(C4C=CC=CC=4)C4C=CC=CC=4)=CC=C4C=3C=CC=C4)=[C:22]3[C:17](C=CC=C3)=[CH:16][CH:15]=2)C2C=CC=CC=2)=CC=1.CC1(C)C(C)(C)OB([C:55]2[CH:60]=[CH:59][N:58]=[CH:57][CH:56]=2)O1.[C:62]([O-])([O-])=[O:63].[K+].[K+].[OH2:68].[O:69]1CCOCC1. (2) Given the product [Br:11][C:8]1[CH:9]=[CH:10][C:5]([CH:3]2[CH2:2][O:4]2)=[CH:6][C:7]=1[F:12], predict the reactants needed to synthesize it. The reactants are: Br[CH2:2][C:3]([C:5]1[CH:10]=[CH:9][C:8]([Br:11])=[C:7]([F:12])[CH:6]=1)=[O:4].[BH4-].[Na+].C[O-].[Na+].COC(C)(C)C. (3) Given the product [O:1]([CH2:9][CH2:10][C:11]1[CH:12]=[CH:13][N+:14]([O-:17])=[CH:15][CH:16]=1)[Si:2]([C:5]([CH3:7])([CH3:8])[CH3:6])([CH3:4])[CH3:3], predict the reactants needed to synthesize it. The reactants are: [O:1]([CH2:9][CH2:10][C:11]1[CH:16]=[CH:15][N:14]=[CH:13][CH:12]=1)[Si:2]([C:5]([CH3:8])([CH3:7])[CH3:6])([CH3:4])[CH3:3].[OH:17]O.O. (4) Given the product [CH3:7][O:8][C:9]([C:10]1[CH:18]=[CH:17][C:13]2[C:14](=[O:16])[N:36]([CH2:29][C:30]3[CH:35]=[CH:34][CH:33]=[CH:32][CH:31]=3)[C:2](=[O:3])[O:19][C:12]=2[C:11]=1[OH:20])=[O:21], predict the reactants needed to synthesize it. The reactants are: Cl[C:2](OCC)=[O:3].[CH3:7][O:8][C:9](=[O:21])[C:10]1[CH:18]=[CH:17][C:13]([C:14]([OH:16])=O)=[C:12]([OH:19])[C:11]=1[OH:20].C(N(CC)CC)C.[CH2:29]([NH2:36])[C:30]1[CH:35]=[CH:34][CH:33]=[CH:32][CH:31]=1. (5) The reactants are: [F:1][C:2]1[CH:11]=[C:10]2[C:5]([C:6]([OH:19])=[C:7]([CH3:18])[C:8]([C:12]3[CH:17]=[CH:16][CH:15]=[CH:14][N:13]=3)=[N:9]2)=[CH:4][CH:3]=1.[H-].[Na+].[Br:22][C:23]1[CH:30]=[CH:29][C:26]([C:27]#[N:28])=[C:25](F)[CH:24]=1. Given the product [Br:22][C:23]1[CH:30]=[CH:29][C:26]([C:27]#[N:28])=[C:25]([O:19][C:6]2[C:5]3[C:10](=[CH:11][C:2]([F:1])=[CH:3][CH:4]=3)[N:9]=[C:8]([C:12]3[CH:17]=[CH:16][CH:15]=[CH:14][N:13]=3)[C:7]=2[CH3:18])[CH:24]=1, predict the reactants needed to synthesize it. (6) Given the product [C:1]([O:5][C:6]([N:8]1[CH2:13][CH2:12][CH:11]([O:14][CH2:16][CH2:17][O:18][CH3:19])[CH2:10][CH2:9]1)=[O:7])([CH3:4])([CH3:2])[CH3:3], predict the reactants needed to synthesize it. The reactants are: [C:1]([O:5][C:6]([N:8]1[CH2:13][CH2:12][CH:11]([OH:14])[CH2:10][CH2:9]1)=[O:7])([CH3:4])([CH3:3])[CH3:2].Br[CH2:16][CH2:17][O:18][CH3:19].[I-].[K+].[H-].[Na+].